This data is from Full USPTO retrosynthesis dataset with 1.9M reactions from patents (1976-2016). The task is: Predict the reactants needed to synthesize the given product. The reactants are: Cl.[CH:2]1([C:5]2[N:6]=[CH:7][C:8]([O:11][C@H:12]3[CH2:22][N:15]4[C:16](=[O:21])[CH2:17][CH2:18][NH:19][CH2:20][C@H:14]4[CH2:13]3)=[N:9][CH:10]=2)[CH2:4][CH2:3]1.[F:23][C:24]([F:35])([F:34])[C:25]1[CH:26]=[C:27]([CH:31]=[CH:32][CH:33]=1)[C:28](Cl)=[O:29].C(N(CC)CC)C. Given the product [CH:2]1([C:5]2[N:6]=[CH:7][C:8]([O:11][C@H:12]3[CH2:22][N:15]4[C:16](=[O:21])[CH2:17][CH2:18][N:19]([C:28](=[O:29])[C:27]5[CH:31]=[CH:32][CH:33]=[C:25]([C:24]([F:23])([F:34])[F:35])[CH:26]=5)[CH2:20][C@H:14]4[CH2:13]3)=[N:9][CH:10]=2)[CH2:4][CH2:3]1, predict the reactants needed to synthesize it.